Dataset: Catalyst prediction with 721,799 reactions and 888 catalyst types from USPTO. Task: Predict which catalyst facilitates the given reaction. Reactant: C([O:3][C:4](=O)[C:5]1[CH:10]=[C:9]([Cl:11])[N:8]=[C:7]([Cl:12])[C:6]=1[CH2:13]Br)C.[OH-].[NH4+:17]. Product: [Cl:12][C:7]1[C:6]2[CH2:13][NH:17][C:4](=[O:3])[C:5]=2[CH:10]=[C:9]([Cl:11])[N:8]=1. The catalyst class is: 7.